Dataset: Catalyst prediction with 721,799 reactions and 888 catalyst types from USPTO. Task: Predict which catalyst facilitates the given reaction. (1) Reactant: [CH2:1]([O:3][C:4](=[O:27])[CH:5]([N:7]1[CH2:16][CH2:15][C:14]2[C:9](=[CH:10][CH:11]=[C:12]([O:17][CH2:18][C:19]3[CH:24]=[CH:23][C:22]([F:25])=[CH:21][CH:20]=3)[CH:13]=2)[C:8]1=[O:26])[CH3:6])[CH3:2].[CH3:28][Si]([N-][Si](C)(C)C)(C)C.[K+].CI.[Cl-].[NH4+]. Product: [CH2:1]([O:3][C:4](=[O:27])[C:5]([N:7]1[CH2:16][CH2:15][C:14]2[C:9](=[CH:10][CH:11]=[C:12]([O:17][CH2:18][C:19]3[CH:20]=[CH:21][C:22]([F:25])=[CH:23][CH:24]=3)[CH:13]=2)[C:8]1=[O:26])([CH3:28])[CH3:6])[CH3:2]. The catalyst class is: 1. (2) Reactant: C([Mg]Br)C.C1COCC1.I[C:11]1[N:12]=[CH:13][N:14]2[CH:18]=[CH:17][S:16][C:15]=12.[CH3:19][S:20]S(C)(=O)=O.[Cl-].[NH4+]. Product: [CH3:19][S:20][C:11]1[N:12]=[CH:13][N:14]2[CH:18]=[CH:17][S:16][C:15]=12. The catalyst class is: 1. (3) Product: [CH:1]1[C:11]2[CH2:10][C:9]3([CH2:15][CH2:14][CH:13]([N:16]4[CH2:21][CH2:20][CH:19]=[C:18]([C:22]([O:24][CH3:25])=[O:23])[CH2:17]4)[CH2:12]3)[C:8]3[CH:26]=[CH:27][CH:28]=[CH:29][C:7]=3[CH2:6][C:5]=2[CH:4]=[CH:3][CH:2]=1.[CH3:20][CH2:21][N:16]([CH:13]([CH3:12])[CH3:14])[CH:17]([CH3:18])[CH3:30]. The catalyst class is: 2. Reactant: [CH:1]1[C:11]2[CH2:10][C:9]3([CH2:15][CH2:14][CH:13]([N:16]4[CH2:21][CH2:20][CH:19]=[C:18]([C:22]([O:24][CH3:25])=[O:23])[CH2:17]4)[CH2:12]3)[C:8]3[CH:26]=[CH:27][CH:28]=[CH:29][C:7]=3[CH2:6][C:5]=2[CH:4]=[CH:3][CH:2]=1.[CH3:30]C(O)=O. (4) Product: [CH:2]([C:4]1[N:8]2[CH2:9][CH2:10][CH2:11][CH2:12][C:7]2=[C:6]([C:13]([O:15][CH2:16][CH3:17])=[O:14])[N:5]=1)([CH3:3])[CH3:1]. Reactant: [CH2:1]=[C:2]([C:4]1[N:8]2[CH:9]=[CH:10][CH:11]=[CH:12][C:7]2=[C:6]([C:13]([O:15][CH2:16][CH3:17])=[O:14])[N:5]=1)[CH3:3]. The catalyst class is: 19. (5) Reactant: [CH3:1][O:2][C:3]1[CH:8]=[CH:7][CH:6]=[CH:5][C:4]=1[Mg]Br.[NH2:11][C:12]1[C:13]2[CH:31]=[C:30]([CH:32]=[O:33])[S:29][C:14]=2[N:15]=[C:16]([C:18]2[CH:23]=[CH:22][CH:21]=[C:20]([O:24][C:25]([F:28])([F:27])[F:26])[CH:19]=2)[N:17]=1. Product: [NH2:11][C:12]1[C:13]2[CH:31]=[C:30]([CH:32]([C:4]3[CH:5]=[CH:6][CH:7]=[CH:8][C:3]=3[O:2][CH3:1])[OH:33])[S:29][C:14]=2[N:15]=[C:16]([C:18]2[CH:23]=[CH:22][CH:21]=[C:20]([O:24][C:25]([F:28])([F:27])[F:26])[CH:19]=2)[N:17]=1. The catalyst class is: 1.